Dataset: Full USPTO retrosynthesis dataset with 1.9M reactions from patents (1976-2016). Task: Predict the reactants needed to synthesize the given product. (1) Given the product [CH3:13][CH:2]([CH3:1])[CH:3]([C:7]1[CH:12]=[CH:11][CH:10]=[CH:9][CH:8]=1)[C:4]([N:36]1[CH2:37][C@@H:38]2[C@@H:42]([NH:43][C:44](=[O:50])[O:45][C:46]([CH3:48])([CH3:47])[CH3:49])[CH2:41][CH2:40][C@@H:39]2[CH2:35]1)=[O:6], predict the reactants needed to synthesize it. The reactants are: [CH3:1][CH:2]([CH3:13])[CH:3]([C:7]1[CH:12]=[CH:11][CH:10]=[CH:9][CH:8]=1)[C:4]([OH:6])=O.ON1C2C=CC=CC=2N=N1.CN(C)CCCN=C=NCC.[CH2:35]1[C@H:39]2[CH2:40][CH2:41][C@H:42]([NH:43][C:44](=[O:50])[O:45][C:46]([CH3:49])([CH3:48])[CH3:47])[C@H:38]2[CH2:37][NH:36]1. (2) Given the product [NH2:23][C:8]1[N:9]=[C:10]([CH:20]2[CH2:22][CH2:21]2)[N:11]=[C:12]([C:13]([O:14][CH2:15][CH3:16])=[O:17])[C:7]=1[Cl:6], predict the reactants needed to synthesize it. The reactants are: S(=O)(=O)(O)O.[Cl:6][C:7]1[C:8]([NH2:23])=[N:9][C:10]([CH:20]2[CH2:22][CH2:21]2)=[N:11][C:12]=1[CH:13]([O:17]CC)[O:14][CH2:15][CH3:16].S(OOS([O-])(=O)=O)([O-])(=O)=O.[NH4+].[NH4+].C(=O)(O)[O-].[Na+]. (3) Given the product [S:1]1[C:5]2[CH:6]=[CH:7][CH:8]=[CH:9][C:4]=2[N:3]=[C:2]1[C:10]([CH:11]([NH:15][C:16](=[O:36])[C@@H:17]([NH:29][CH:30]1[CH2:31][CH2:32][O:33][CH2:34][CH2:35]1)[CH2:18][S:19]([CH2:22][C:23]1[CH:24]=[CH:25][CH:26]=[CH:27][CH:28]=1)(=[O:21])=[O:20])[CH2:12][CH2:13][CH3:14])=[O:37], predict the reactants needed to synthesize it. The reactants are: [S:1]1[C:5]2[CH:6]=[CH:7][CH:8]=[CH:9][C:4]=2[N:3]=[C:2]1[CH:10]([OH:37])[CH:11]([NH:15][C:16](=[O:36])[C@@H:17]([NH:29][CH:30]1[CH2:35][CH2:34][O:33][CH2:32][CH2:31]1)[CH2:18][S:19]([CH2:22][C:23]1[CH:28]=[CH:27][CH:26]=[CH:25][CH:24]=1)(=[O:21])=[O:20])[CH2:12][CH2:13][CH3:14].S([O-])([O-])(=O)=S.[Na+].[Na+].C(=O)(O)[O-].[Na+]. (4) Given the product [Cl:20][C:14]1[CH:15]=[C:16]([F:19])[CH:17]=[CH:18][C:13]=1[S:10]([NH:9][C@@H:6]([CH2:7][OH:8])[C@H:5]([OH:21])[CH2:4][NH:1][C:39]([C@@H:34]([NH:33][C:31]([C:23]1[S:22][C:26]2[CH:27]=[CH:28][CH:29]=[CH:30][C:25]=2[CH:24]=1)=[O:32])[CH2:35][CH:36]([CH3:38])[CH3:37])=[O:40])(=[O:12])=[O:11], predict the reactants needed to synthesize it. The reactants are: [N:1]([CH2:4][C@@H:5]([OH:21])[C@@H:6]([NH:9][S:10]([C:13]1[CH:18]=[CH:17][C:16]([F:19])=[CH:15][C:14]=1[Cl:20])(=[O:12])=[O:11])[CH2:7][OH:8])=[N+]=[N-].[S:22]1[C:26]2[CH:27]=[CH:28][CH:29]=[CH:30][C:25]=2[CH:24]=[C:23]1[C:31]([NH:33][C@H:34]([C:39](O)=[O:40])[CH2:35][CH:36]([CH3:38])[CH3:37])=[O:32].C1C=C2C(N(O)N=NC2=CC=1)=O.CN1CCOCC1.CCN=C=NCCCN(C)C.Cl. (5) Given the product [CH2:16]([N:7]1[C:6](=[O:23])[CH:5]=[C:4]([CH:1]([OH:3])[CH3:2])[C:9]([C:10]2[CH:15]=[CH:14][CH:13]=[CH:12][CH:11]=2)=[N:8]1)[C:17]1[CH:18]=[CH:19][CH:20]=[CH:21][CH:22]=1, predict the reactants needed to synthesize it. The reactants are: [C:1]([C:4]1[C:9]([C:10]2[CH:15]=[CH:14][CH:13]=[CH:12][CH:11]=2)=[N:8][N:7]([CH2:16][C:17]2[CH:22]=[CH:21][CH:20]=[CH:19][CH:18]=2)[C:6](=[O:23])[CH:5]=1)(=[O:3])[CH3:2].[BH4-].[Na+].O. (6) Given the product [CH2:1]([O:3][C:4](=[O:19])[C:5]([C:10](=[O:18])[C:11]1[CH:12]=[CH:13][C:14]([CH3:17])=[CH:15][CH:16]=1)=[CH:6][NH:20][C:21]1[CH:28]=[CH:27][CH:26]=[C:23]([C:24]#[N:25])[CH:22]=1)[CH3:2], predict the reactants needed to synthesize it. The reactants are: [CH2:1]([O:3][C:4](=[O:19])[C:5]([C:10](=[O:18])[C:11]1[CH:16]=[CH:15][C:14]([CH3:17])=[CH:13][CH:12]=1)=[CH:6]OCC)[CH3:2].[NH2:20][C:21]1[CH:22]=[C:23]([CH:26]=[CH:27][CH:28]=1)[C:24]#[N:25].